From a dataset of Acute oral toxicity (LD50) regression data from Zhu et al.. Regression/Classification. Given a drug SMILES string, predict its toxicity properties. Task type varies by dataset: regression for continuous values (e.g., LD50, hERG inhibition percentage) or binary classification for toxic/non-toxic outcomes (e.g., AMES mutagenicity, cardiotoxicity, hepatotoxicity). Dataset: ld50_zhu. (1) The molecule is Nc1c(Cl)cc(C(=O)NC2CC2)cc1Cl. The rat oral LD50 is 3.16, given as -log10 of the dose in mol/kg body weight (higher means more acutely toxic). (2) The compound is Cc1ccccc1OCC(O)CN(N=CNC(=O)c1ccccc1)C(C)C. The rat oral LD50 is 2.10, given as -log10 of the dose in mol/kg body weight (higher means more acutely toxic). (3) The drug is c1cc2c(cc1C1CO1)O2. The rat oral LD50 is 1.68, given as -log10 of the dose in mol/kg body weight (higher means more acutely toxic). (4) The compound is O=C1Nc2ccc(Cl)cc2C(c2ccccc2Cl)=NC1O. The rat oral LD50 is 1.85, given as -log10 of the dose in mol/kg body weight (higher means more acutely toxic). (5) The compound is Cc1ccc(CCOC(=O)c2cccnc2)cc1. The rat oral LD50 is 1.84, given as -log10 of the dose in mol/kg body weight (higher means more acutely toxic). (6) The molecule is O=C(O)Cc1ccc(-c2ccccc2F)cc1. The rat oral LD50 is 2.56, given as -log10 of the dose in mol/kg body weight (higher means more acutely toxic). (7) The molecule is CCOC(=O)C1CC(=O)C(=C(O)C2CC2)C(=O)C1. The rat oral LD50 is 1.75, given as -log10 of the dose in mol/kg body weight (higher means more acutely toxic). (8) The compound is CCOP(C)(=S)Oc1ccc2ncccc2c1. The rat oral LD50 is 4.73, given as -log10 of the dose in mol/kg body weight (higher means more acutely toxic).